Task: Regression. Given two drug SMILES strings and cell line genomic features, predict the synergy score measuring deviation from expected non-interaction effect.. Dataset: Merck oncology drug combination screen with 23,052 pairs across 39 cell lines (1) Drug 1: CN(C)C(=N)N=C(N)N. Drug 2: NC(=O)c1cccc2cn(-c3ccc(C4CCCNC4)cc3)nc12. Cell line: COLO320DM. Synergy scores: synergy=11.4. (2) Drug 1: COC12C(COC(N)=O)C3=C(C(=O)C(C)=C(N)C3=O)N1CC1NC12. Drug 2: O=C(CCCCCCC(=O)Nc1ccccc1)NO. Cell line: LNCAP. Synergy scores: synergy=31.9. (3) Drug 1: C#Cc1cccc(Nc2ncnc3cc(OCCOC)c(OCCOC)cc23)c1. Drug 2: CCC1(O)C(=O)OCc2c1cc1n(c2=O)Cc2cc3c(CN(C)C)c(O)ccc3nc2-1. Cell line: HT144. Synergy scores: synergy=21.4. (4) Drug 1: CCN(CC)CCNC(=O)c1c(C)[nH]c(C=C2C(=O)Nc3ccc(F)cc32)c1C. Drug 2: CS(=O)(=O)CCNCc1ccc(-c2ccc3ncnc(Nc4ccc(OCc5cccc(F)c5)c(Cl)c4)c3c2)o1. Cell line: SW620. Synergy scores: synergy=5.15. (5) Drug 1: O=C(NOCC(O)CO)c1ccc(F)c(F)c1Nc1ccc(I)cc1F. Drug 2: CCc1c2c(nc3ccc(O)cc13)-c1cc3c(c(=O)n1C2)COC(=O)C3(O)CC. Cell line: A2780. Synergy scores: synergy=23.8. (6) Drug 1: Cn1nnc2c(C(N)=O)ncn2c1=O. Drug 2: O=C(O)C1(Cc2cccc(Nc3nccs3)n2)CCC(Oc2cccc(Cl)c2F)CC1. Cell line: SW837. Synergy scores: synergy=13.2. (7) Drug 1: N#Cc1ccc(Cn2cncc2CN2CCN(c3cccc(Cl)c3)C(=O)C2)cc1. Drug 2: CC1(c2nc3c(C(N)=O)cccc3[nH]2)CCCN1. Cell line: OVCAR3. Synergy scores: synergy=-4.00.